Dataset: Forward reaction prediction with 1.9M reactions from USPTO patents (1976-2016). Task: Predict the product of the given reaction. (1) Given the reactants [CH2:1]([N:3]1[C:7]2=[N:8][C:9]([CH2:48][CH3:49])=[C:10]([CH2:19][NH:20][C:21]([C:23]3[CH:28]=[CH:27][CH:26]=[C:25]([C:29]([NH:31][CH2:32][C:33]4[CH:34]=[C:35]([C:40]5[CH:45]=[CH:44][CH:43]=[C:42]([CH2:46]O)[CH:41]=5)[C:36]([F:39])=[CH:37][CH:38]=4)=[O:30])[CH:24]=3)=[O:22])[C:11]([NH:12][CH:13]3[CH2:18][CH2:17][O:16][CH2:15][CH2:14]3)=[C:6]2[CH:5]=[N:4]1)[CH3:2].[I:50]I.C1C=CC(P(C2C=CC=CC=2)C2C=CC=CC=2)=CC=1, predict the reaction product. The product is: [CH2:1]([N:3]1[C:7]2=[N:8][C:9]([CH2:48][CH3:49])=[C:10]([CH2:19][NH:20][C:21]([C:23]3[CH:28]=[CH:27][CH:26]=[C:25]([C:29]([NH:31][CH2:32][C:33]4[CH:34]=[C:35]([C:40]5[CH:45]=[CH:44][CH:43]=[C:42]([CH2:46][I:50])[CH:41]=5)[C:36]([F:39])=[CH:37][CH:38]=4)=[O:30])[CH:24]=3)=[O:22])[C:11]([NH:12][CH:13]3[CH2:18][CH2:17][O:16][CH2:15][CH2:14]3)=[C:6]2[CH:5]=[N:4]1)[CH3:2]. (2) The product is: [CH3:1][O:2][C:3]([C:5]1[S:6][C:7]2/[C:8](=[CH:26]/[C:24]([O:23][CH3:22])=[O:25])/[CH2:9][O:10][C:11]3[CH:18]=[CH:17][C:16]([Br:19])=[CH:15][C:12]=3[C:13]=2[N:14]=1)=[O:4]. Given the reactants [CH3:1][O:2][C:3]([C:5]1[S:6][C:7]2[C:8](=O)[CH2:9][O:10][C:11]3[CH:18]=[CH:17][C:16]([Br:19])=[CH:15][C:12]=3[C:13]=2[N:14]=1)=[O:4].[Br-].[CH3:22][O:23][C:24]([CH2:26][P+](C1C=CC=CC=1)(C1C=CC=CC=1)C1C=CC=CC=1)=[O:25].[H-].[Na+], predict the reaction product.